This data is from TCR-epitope binding with 47,182 pairs between 192 epitopes and 23,139 TCRs. The task is: Binary Classification. Given a T-cell receptor sequence (or CDR3 region) and an epitope sequence, predict whether binding occurs between them. (1) The epitope is KLGGALQAK. The TCR CDR3 sequence is CASSSQSADNSPLHF. Result: 1 (the TCR binds to the epitope). (2) The epitope is PKYVKQNTLKLAT. The TCR CDR3 sequence is CASSEGASGLGEQYF. Result: 0 (the TCR does not bind to the epitope). (3) The epitope is SLYNTVATL. The TCR CDR3 sequence is CASSIIGHSNQPQHF. Result: 1 (the TCR binds to the epitope). (4) The epitope is AYILFTRFFYV. The TCR CDR3 sequence is CASSQGDRGGLEQYF. Result: 1 (the TCR binds to the epitope). (5) The epitope is AVFDRKSDAK. The TCR CDR3 sequence is CASSERTGMVAPLHF. Result: 1 (the TCR binds to the epitope). (6) The TCR CDR3 sequence is CSARDSVGNGYTF. Result: 1 (the TCR binds to the epitope). The epitope is GLCTLVAML.